Task: Predict the reactants needed to synthesize the given product.. Dataset: Full USPTO retrosynthesis dataset with 1.9M reactions from patents (1976-2016) Given the product [CH2:5]([C@@H:2]1[CH2:3][CH2:7][S:8](=[O:10])(=[O:9])[NH:1]1)[CH3:6], predict the reactants needed to synthesize it. The reactants are: [NH2:1][C@H:2]([CH2:5][CH3:6])[CH2:3]O.[CH3:7][S:8](Cl)(=[O:10])=[O:9].